This data is from Reaction yield outcomes from USPTO patents with 853,638 reactions. The task is: Predict the reaction yield, written as a fraction of the theoretical maximum amount of product (1.0 means a 100% yield; for example, 0.34 means a 34% yield). (1) The reactants are Cl[C:2]1[N:7]=[C:6]([C:8]2[N:12]3[CH:13]=[CH:14][CH:15]=[CH:16][C:11]3=[N:10][C:9]=2[C:17]2[CH:18]=[C:19]([CH:31]=[CH:32][CH:33]=2)[C:20]([NH:22][C:23]2[C:28]([F:29])=[CH:27][CH:26]=[CH:25][C:24]=2[F:30])=[O:21])[CH:5]=[CH:4][N:3]=1.[CH3:34][O:35][C:36]1[CH:41]=[C:40]([CH:42]2[CH2:47][CH2:46][N:45]([CH2:48][CH:49]([CH3:51])[CH3:50])[CH2:44][CH2:43]2)[CH:39]=[CH:38][C:37]=1[NH2:52].C1(C)C=CC(S(O)(=O)=O)=CC=1.C[O-].[Na+]. The catalyst is C(Cl)Cl.CC(O)C. The product is [F:30][C:24]1[CH:25]=[CH:26][CH:27]=[C:28]([F:29])[C:23]=1[NH:22][C:20](=[O:21])[C:19]1[CH:31]=[CH:32][CH:33]=[C:17]([C:9]2[N:10]=[C:11]3[CH:16]=[CH:15][CH:14]=[CH:13][N:12]3[C:8]=2[C:6]2[CH:5]=[CH:4][N:3]=[C:2]([NH:52][C:37]3[CH:38]=[CH:39][C:40]([CH:42]4[CH2:43][CH2:44][N:45]([CH2:48][CH:49]([CH3:51])[CH3:50])[CH2:46][CH2:47]4)=[CH:41][C:36]=3[O:35][CH3:34])[N:7]=2)[CH:18]=1. The yield is 0.540. (2) The yield is 0.530. The product is [F:34][C:2]([F:1])([F:33])[CH:3]([C:24]1[CH:25]=[C:26]([Cl:32])[C:27]([Cl:31])=[C:28]([Cl:30])[CH:29]=1)/[CH:4]=[CH:5]/[C:6]1[CH:23]=[CH:22][C:9]([O:10][NH2:11])=[CH:8][CH:7]=1. The catalyst is CCO. The reactants are [F:1][C:2]([F:34])([F:33])[CH:3]([C:24]1[CH:29]=[C:28]([Cl:30])[C:27]([Cl:31])=[C:26]([Cl:32])[CH:25]=1)/[CH:4]=[CH:5]/[C:6]1[CH:23]=[CH:22][C:9]([O:10][N:11]2C(=O)C3C(=CC=CC=3)C2=O)=[CH:8][CH:7]=1.O.NN.